This data is from Catalyst prediction with 721,799 reactions and 888 catalyst types from USPTO. The task is: Predict which catalyst facilitates the given reaction. Reactant: S(=O)(=O)(O)O.N[C:7]1[CH:8]=[CH:9][C:10]([CH3:17])=[C:11]([CH:16]=1)[C:12]([O:14][CH3:15])=[O:13].N([O-])=[O:19].[Na+]. Product: [OH:19][C:7]1[CH:8]=[CH:9][C:10]([CH3:17])=[C:11]([CH:16]=1)[C:12]([O:14][CH3:15])=[O:13]. The catalyst class is: 6.